Dataset: Reaction yield outcomes from USPTO patents with 853,638 reactions. Task: Predict the reaction yield, written as a fraction of the theoretical maximum amount of product (1.0 means a 100% yield; for example, 0.34 means a 34% yield). (1) The reactants are Br[C:2]1[CH:7]=[CH:6][C:5]([O:8][CH3:9])=[CH:4][CH:3]=1.[CH3:10][O:11][C:12]1[CH:17]=[CH:16][C:15]([N:18]2[CH2:23][CH2:22][N:21]([C:24]3[C:25]([CH3:38])=[C:26]([CH3:37])[C:27]4[O:31][C:30]([CH3:33])([CH3:32])[C:29](=[O:34])[C:28]=4[C:35]=3[CH3:36])[CH2:20][CH2:19]2)=[CH:14][CH:13]=1. The catalyst is CCCCCC. The product is [CH3:9][O:8][C:5]1[CH:6]=[CH:7][C:2]([C:29]2([OH:34])[C:28]3[C:35]([CH3:36])=[C:24]([N:21]4[CH2:22][CH2:23][N:18]([C:15]5[CH:16]=[CH:17][C:12]([O:11][CH3:10])=[CH:13][CH:14]=5)[CH2:19][CH2:20]4)[C:25]([CH3:38])=[C:26]([CH3:37])[C:27]=3[O:31][C:30]2([CH3:32])[CH3:33])=[CH:3][CH:4]=1. The yield is 0.950. (2) The reactants are FC1C(CO)=NC=CC=1F.[F:11][C:12]1[CH:13]=[N:14][CH:15]=[C:16]([F:20])[C:17]=1[CH:18]=[O:19]. The catalyst is CO. The product is [F:11][C:12]1[CH:13]=[N:14][CH:15]=[C:16]([F:20])[C:17]=1[CH2:18][OH:19]. The yield is 0.730. (3) The reactants are N([C:11]([N:13]1[CH2:18][CH2:17][CH2:16][CH2:15][CH2:14]1)=[O:12])=N[C:11]([N:13]1[CH2:18][CH2:17][CH2:16][CH2:15][CH2:14]1)=[O:12].[Cl:19][C:20]1[CH:39]=[CH:38][C:23]([NH:24][C:25]2[C:34]3[C:29](=[CH:30][C:31]([OH:37])=[C:32]([O:35][CH3:36])[CH:33]=3)[N:28]=[CH:27][N:26]=2)=[C:22]([F:40])[CH:21]=1.C(P(CCCC)CCCC)CCC.OCCN1CCCC1=O. The catalyst is C(Cl)Cl.CCOCC. The product is [ClH:19].[Cl:19][C:20]1[CH:39]=[CH:38][C:23]([NH:24][C:25]2[C:34]3[C:29](=[CH:30][C:31]([O:37][CH2:17][CH2:18][N:13]4[CH2:14][CH2:15][CH2:16][C:11]4=[O:12])=[C:32]([O:35][CH3:36])[CH:33]=3)[N:28]=[CH:27][N:26]=2)=[C:22]([F:40])[CH:21]=1. The yield is 0.600. (4) The yield is 0.480. The reactants are [Cl:1][C:2]1[C:3]([S:21](=[O:24])(=[O:23])[NH2:22])=[N:4][CH:5]=[C:6]([C:10]=1[NH:11][C:12]1([C:15]2[CH:20]=[CH:19][CH:18]=[CH:17][CH:16]=2)[CH2:14][CH2:13]1)[C:7]([OH:9])=O.Cl.[F:26][C:27]1[CH:32]=[CH:31][C:30]([C:33]2([O:39][CH3:40])[CH2:38][CH2:37][NH:36][CH2:35][CH2:34]2)=[CH:29][CH:28]=1. No catalyst specified. The product is [Cl:1][C:2]1[C:3]([S:21]([NH2:22])(=[O:24])=[O:23])=[N:4][CH:5]=[C:6]([C:7]([N:36]2[CH2:35][CH2:34][C:33]([C:30]3[CH:29]=[CH:28][C:27]([F:26])=[CH:32][CH:31]=3)([O:39][CH3:40])[CH2:38][CH2:37]2)=[O:9])[C:10]=1[NH:11][C:12]1([C:15]2[CH:16]=[CH:17][CH:18]=[CH:19][CH:20]=2)[CH2:13][CH2:14]1. (5) The reactants are [N+:1]([C:4]1[CH:9]=[CH:8][C:7]([OH:10])=[CH:6][CH:5]=1)([O-:3])=[O:2].C([O-])([O-])=O.[K+].[K+].Cl[CH2:18][C:19]([O:21][CH3:22])=[O:20]. The catalyst is CC(C)=O. The product is [N+:1]([C:4]1[CH:9]=[CH:8][C:7]([O:10][CH2:18][C:19]([O:21][CH3:22])=[O:20])=[CH:6][CH:5]=1)([O-:3])=[O:2]. The yield is 0.725. (6) The reactants are [OH:1][C:2]1[C:7]2[CH:8]=[C:9]([CH3:11])[O:10][C:6]=2[CH:5]=[C:4]([C:12]([O:14][CH2:15][CH3:16])=[O:13])[CH:3]=1.[F:17][C:18]1[CH:23]=[C:22](F)[CH:21]=[CH:20][C:19]=1[S:25]([N:28]([CH3:30])[CH3:29])(=[O:27])=[O:26].C([O-])([O-])=O.[Cs+].[Cs+]. The catalyst is CN(C=O)C.[Cu]I. The product is [CH3:29][N:28]([CH3:30])[S:25]([C:19]1[CH:20]=[CH:21][C:22]([O:1][C:2]2[C:7]3[CH:8]=[C:9]([CH3:11])[O:10][C:6]=3[CH:5]=[C:4]([C:12]([O:14][CH2:15][CH3:16])=[O:13])[CH:3]=2)=[CH:23][C:18]=1[F:17])(=[O:27])=[O:26]. The yield is 0.910.